This data is from Full USPTO retrosynthesis dataset with 1.9M reactions from patents (1976-2016). The task is: Predict the reactants needed to synthesize the given product. (1) Given the product [CH2:1]([SiH:7]([Cl:9])[Cl:8])[CH2:2][CH2:3][CH2:4][CH2:5][CH3:6], predict the reactants needed to synthesize it. The reactants are: [CH2:1]([Si:7](Cl)([Cl:9])[Cl:8])[CH2:2][CH2:3][CH2:4][CH2:5][CH3:6].C[SiH](Cl)Cl. (2) Given the product [Br:1][C:2]1[CH:3]=[CH:4][C:5]([C:8]([CH3:15])([CH3:14])[C:9]([OH:11])=[O:10])=[CH:6][CH:7]=1, predict the reactants needed to synthesize it. The reactants are: [Br:1][C:2]1[CH:7]=[CH:6][C:5]([C:8]([CH3:15])([CH3:14])[C:9]([O:11]CC)=[O:10])=[CH:4][CH:3]=1.[OH-].[K+].